From a dataset of TCR-epitope binding with 47,182 pairs between 192 epitopes and 23,139 TCRs. Binary Classification. Given a T-cell receptor sequence (or CDR3 region) and an epitope sequence, predict whether binding occurs between them. The epitope is LLWNGPMAV. The TCR CDR3 sequence is CASSEGRSYEQYF. Result: 1 (the TCR binds to the epitope).